Dataset: Forward reaction prediction with 1.9M reactions from USPTO patents (1976-2016). Task: Predict the product of the given reaction. (1) Given the reactants [NH2:1][CH2:2][CH:3]([C:5]1[CH:10]=[CH:9][CH:8]=[CH:7][CH:6]=1)[OH:4].C(N(CC)CC)C.[CH:18]1[C:30]2[CH:29]([CH2:31][O:32][C:33]([N:35]3[CH2:40][CH2:39][C:38]([C:59](Cl)=[O:60])([NH:41][C:42]([O:44][CH2:45][CH:46]4[C:58]5[CH:57]=[CH:56][CH:55]=[CH:54][C:53]=5[C:52]5[C:47]4=[CH:48][CH:49]=[CH:50][CH:51]=5)=[O:43])[CH2:37][CH2:36]3)=[O:34])[C:28]3[C:23](=[CH:24][CH:25]=[CH:26][CH:27]=3)[C:22]=2[CH:21]=[CH:20][CH:19]=1, predict the reaction product. The product is: [CH:27]1[C:28]2[CH:29]([CH2:31][O:32][C:33]([N:35]3[CH2:40][CH2:39][C:38]([NH:41][C:42]([O:44][CH2:45][CH:46]4[C:47]5[CH:48]=[CH:49][CH:50]=[CH:51][C:52]=5[C:53]5[C:58]4=[CH:57][CH:56]=[CH:55][CH:54]=5)=[O:43])([C:59](=[O:60])[NH:1][CH2:2][CH:3]([OH:4])[C:5]4[CH:10]=[CH:9][CH:8]=[CH:7][CH:6]=4)[CH2:37][CH2:36]3)=[O:34])[C:30]3[C:22](=[CH:21][CH:20]=[CH:19][CH:18]=3)[C:23]=2[CH:24]=[CH:25][CH:26]=1. (2) Given the reactants Cl[C:2]1[CH:7]=[C:6]([C:8]([F:11])([F:10])[F:9])[N:5]=[C:4]([C:12]2[CH:13]=[N:14][CH:15]=[CH:16][CH:17]=2)[N:3]=1.[NH2:18][C:19]1[CH:20]=[C:21]([C:25]2[N:26]([CH2:37][CH3:38])[N:27]([C:31]3[CH:36]=[CH:35][CH:34]=[CH:33][CH:32]=3)[C:28](=[O:30])[CH:29]=2)[CH:22]=[CH:23][CH:24]=1, predict the reaction product. The product is: [CH2:37]([N:26]1[C:25]([C:21]2[CH:20]=[C:19]([CH:24]=[CH:23][CH:22]=2)[NH:18][C:2]2[CH:7]=[C:6]([C:8]([F:11])([F:10])[F:9])[N:5]=[C:4]([C:12]3[CH:13]=[N:14][CH:15]=[CH:16][CH:17]=3)[N:3]=2)=[CH:29][C:28](=[O:30])[N:27]1[C:31]1[CH:36]=[CH:35][CH:34]=[CH:33][CH:32]=1)[CH3:38]. (3) Given the reactants [Cl:1][C:2]1[CH:7]=[CH:6][C:5]([O:8][C:9]2[CH:14]=[CH:13][C:12]([C:15]([O:24][CH2:25][O:26][CH3:27])([C:20]([F:23])([F:22])[F:21])[C:16]([F:19])([F:18])[F:17])=[CH:11][C:10]=2[CH2:28][CH2:29][CH3:30])=[CH:4][C:3]=1[CH2:31]O.[CH3:33][C:34]1([C:41]2[CH:46]=[CH:45][C:44]([O:47][CH:48]([CH3:50])[CH3:49])=[CH:43][CH:42]=2)[NH:38][C:37](=[O:39])[NH:36][C:35]1=[O:40].C1(P(C2C=CC=CC=2)C2C=CC=CC=2)C=CC=CC=1.N(C(OCC)=O)=NC(OCC)=O.O1CCCC1, predict the reaction product. The product is: [Cl:1][C:2]1[CH:7]=[CH:6][C:5]([O:8][C:9]2[CH:14]=[CH:13][C:12]([C:15]([O:24][CH2:25][O:26][CH3:27])([C:16]([F:17])([F:18])[F:19])[C:20]([F:23])([F:22])[F:21])=[CH:11][C:10]=2[CH2:28][CH2:29][CH3:30])=[CH:4][C:3]=1[CH2:31][N:36]1[C:35](=[O:40])[C:34]([C:41]2[CH:46]=[CH:45][C:44]([O:47][CH:48]([CH3:50])[CH3:49])=[CH:43][CH:42]=2)([CH3:33])[NH:38][C:37]1=[O:39].